Dataset: Reaction yield outcomes from USPTO patents with 853,638 reactions. Task: Predict the reaction yield, written as a fraction of the theoretical maximum amount of product (1.0 means a 100% yield; for example, 0.34 means a 34% yield). (1) The reactants are [O-]CC.[Na+].C([O:7][C:8](=O)[CH:9]([CH:16]=O)[CH2:10][C:11]([O:13][CH2:14][CH3:15])=[O:12])C.[NH2:19][C:20]([NH2:22])=[S:21].C(O)(=O)C. The catalyst is C(O)C. The product is [O:7]=[C:8]1[C:9]([CH2:10][C:11]([O:13][CH2:14][CH3:15])=[O:12])=[CH:16][NH:22][C:20](=[S:21])[NH:19]1. The yield is 0.190. (2) The reactants are [CH3:1][C:2]1([CH3:40])[CH2:7][CH2:6][C:5]([C:8]2[CH:13]=[C:12]([CH2:14][CH2:15][S:16](=[O:21])(=[O:20])[N:17]([CH3:19])[CH3:18])[CH:11]=[CH:10][C:9]=2[NH:22][C:23]([C:25]2[N:26](COCC[Si](C)(C)C)[CH:27]=[C:28]([C:30]#[N:31])[N:29]=2)=[O:24])=[CH:4][CH2:3]1.CCO.C(O)(C(F)(F)F)=O.CO. The catalyst is C(Cl)Cl. The product is [CH3:1][C:2]1([CH3:40])[CH2:7][CH2:6][C:5]([C:8]2[CH:13]=[C:12]([CH2:14][CH2:15][S:16](=[O:21])(=[O:20])[N:17]([CH3:19])[CH3:18])[CH:11]=[CH:10][C:9]=2[NH:22][C:23]([C:25]2[NH:26][CH:27]=[C:28]([C:30]#[N:31])[N:29]=2)=[O:24])=[CH:4][CH2:3]1. The yield is 0.610. (3) The reactants are [CH:1]1([CH:7]2[CH2:11][CH2:10][O:9][C:8]2=O)[CH2:6][CH2:5][CH2:4][CH2:3][CH2:2]1.[OH-].[NH4+:14]. The catalyst is C(O)C. The product is [CH:1]1([CH:7]2[CH2:11][CH2:10][NH:14][C:8]2=[O:9])[CH2:6][CH2:5][CH2:4][CH2:3][CH2:2]1. The yield is 0.940.